Predict the reaction yield, written as a fraction of the theoretical maximum amount of product (1.0 means a 100% yield; for example, 0.34 means a 34% yield). From a dataset of Reaction yield outcomes from USPTO patents with 853,638 reactions. (1) The yield is 0.660. The reactants are [Cl:1][C:2]1[CH:7]=[CH:6][C:5]([OH:8])=[C:4](I)[CH:3]=1.C(=O)([O-])[O-].[K+].[K+].[C:16]([O:20][C:21]([N:23]1[CH:27]=[C:26](B2OC(C)(C)C(C)(C)O2)[CH:25]=[N:24]1)=[O:22])([CH3:19])([CH3:18])[CH3:17].ClCCl. The product is [C:16]([O:20][C:21]([N:23]1[CH:27]=[C:26]([C:4]2[CH:3]=[C:2]([Cl:1])[CH:7]=[CH:6][C:5]=2[OH:8])[CH:25]=[N:24]1)=[O:22])([CH3:19])([CH3:17])[CH3:18]. The catalyst is O1CCOCC1.O.C1(P(C2C=CC=CC=2)C2C=CC=CC=2)C=CC=CC=1.C1(P(C2C=CC=CC=2)C2C=CC=CC=2)C=CC=CC=1.C1(P(C2C=CC=CC=2)C2C=CC=CC=2)C=CC=CC=1.C1(P(C2C=CC=CC=2)C2C=CC=CC=2)C=CC=CC=1.[Pd]. (2) The reactants are Br[C:2]1[CH:3]=[CH:4][C:5]([C:8]([O:10][CH3:11])=[O:9])=[N:6][CH:7]=1.[CH2:12]([Sn](CCCC)(CCCC)C#CC)[CH2:13][CH2:14]C. The catalyst is C1(C)C=CC=CC=1.C1C=CC([P]([Pd]([P](C2C=CC=CC=2)(C2C=CC=CC=2)C2C=CC=CC=2)([P](C2C=CC=CC=2)(C2C=CC=CC=2)C2C=CC=CC=2)[P](C2C=CC=CC=2)(C2C=CC=CC=2)C2C=CC=CC=2)(C2C=CC=CC=2)C2C=CC=CC=2)=CC=1. The product is [C:12]([C:2]1[CH:3]=[CH:4][C:5]([C:8]([O:10][CH3:11])=[O:9])=[N:6][CH:7]=1)#[C:13][CH3:14]. The yield is 0.378. (3) The reactants are [Br:1][C:2]1[CH:3]=[C:4]2[C:8](=[CH:9][C:10]=1[N+:11]([O-:13])=[O:12])[NH:7][N:6]=[C:5]2[I:14].[H-].[Na+].[C:17](Cl)([C:30]1[CH:35]=[CH:34][CH:33]=[CH:32][CH:31]=1)([C:24]1[CH:29]=[CH:28][CH:27]=[CH:26][CH:25]=1)[C:18]1[CH:23]=[CH:22][CH:21]=[CH:20][CH:19]=1.O. The catalyst is C1COCC1. The product is [Br:1][C:2]1[CH:3]=[C:4]2[C:8](=[CH:9][C:10]=1[N+:11]([O-:13])=[O:12])[N:7]([C:17]([C:18]1[CH:23]=[CH:22][CH:21]=[CH:20][CH:19]=1)([C:30]1[CH:31]=[CH:32][CH:33]=[CH:34][CH:35]=1)[C:24]1[CH:25]=[CH:26][CH:27]=[CH:28][CH:29]=1)[N:6]=[C:5]2[I:14]. The yield is 0.960. (4) The reactants are [NH:1]1[CH2:6][CH2:5][NH:4][CH2:3][CH:2]1[C:7]([OH:9])=[O:8].[OH-].[Na+].[O:12](C(OC(C)(C)C)=O)[C:13]([O:15][C:16]([CH3:19])([CH3:18])[CH3:17])=O. The catalyst is O. The product is [C:13]([N:4]1[CH2:5][CH2:6][NH:1][CH:2]([C:7]([OH:9])=[O:8])[CH2:3]1)([O:15][C:16]([CH3:19])([CH3:18])[CH3:17])=[O:12]. The yield is 0.700. (5) The reactants are [C:1]([O:5][C:6](=[O:16])[NH:7][CH2:8][C:9]1[CH:14]=[CH:13][CH:12]=[C:11]([OH:15])[CH:10]=1)([CH3:4])([CH3:3])[CH3:2].F[C:18]1[CH:23]=[CH:22][C:21]([N+:24]([O-:26])=[O:25])=[CH:20][N:19]=1.C([O-])([O-])=O.[K+].[K+].O. The catalyst is CN(C)C=O. The product is [C:1]([O:5][C:6](=[O:16])[NH:7][CH2:8][C:9]1[CH:14]=[CH:13][CH:12]=[C:11]([O:15][C:18]2[CH:23]=[CH:22][C:21]([N+:24]([O-:26])=[O:25])=[CH:20][N:19]=2)[CH:10]=1)([CH3:4])([CH3:2])[CH3:3]. The yield is 0.430. (6) The reactants are [CH3:1][C:2]1[CH:7]=[C:6]([C:8]2[C:12]3[CH:13]=[N:14][C:15]([NH2:17])=[CH:16][C:11]=3[N:10]([C:18]([C:31]3[CH:36]=[CH:35][CH:34]=[CH:33][CH:32]=3)([C:25]3[CH:30]=[CH:29][CH:28]=[CH:27][CH:26]=3)[C:19]3[CH:24]=[CH:23][CH:22]=[CH:21][CH:20]=3)[N:9]=2)[CH:5]=[CH:4][N:3]=1.C1N=CN([C:42]([N:44]2C=N[CH:46]=[CH:45]2)=[O:43])C=1.C[Si]([N-][Si](C)(C)C)(C)C.[Na+].Cl.[F:60][C:61]1[CH:70]=[C:69]2[C:64]([C@@H](N)C[CH2:67][O:68]2)=[CH:63][CH:62]=1. The catalyst is C1COCC1.C(Cl)Cl. The product is [F:60][C:61]1[CH:70]=[C:69]2[C:64]([C@@H:45]([NH:44][C:42]([NH:17][C:15]3[N:14]=[CH:13][C:12]4[C:8]([C:6]5[CH:5]=[CH:4][N:3]=[C:2]([CH3:1])[CH:7]=5)=[N:9][N:10]([C:18]([C:31]5[CH:36]=[CH:35][CH:34]=[CH:33][CH:32]=5)([C:25]5[CH:26]=[CH:27][CH:28]=[CH:29][CH:30]=5)[C:19]5[CH:24]=[CH:23][CH:22]=[CH:21][CH:20]=5)[C:11]=4[CH:16]=3)=[O:43])[CH2:46][CH2:67][O:68]2)=[CH:63][CH:62]=1. The yield is 0.780. (7) The catalyst is C1COCC1. The reactants are [Cl:1][C:2]1[CH:7]=[CH:6][CH:5]=[CH:4][C:3]=1[CH:8]([CH3:12])[C:9]([OH:11])=O.C1N=CN(C(N2C=NC=C2)=O)C=1.C1CCN2C(=NCCC2)CC1.[NH2:36][C:37]1[O:41][N:40]=[C:39]([C:42]2[CH:47]=[CH:46][C:45]([F:48])=[CH:44][CH:43]=2)[C:38]=1[C:49]1[CH:54]=[CH:53][N:52]=[CH:51][N:50]=1. The product is [F:48][C:45]1[CH:46]=[CH:47][C:42]([C:39]2[C:38]([C:49]3[CH:54]=[CH:53][N:52]=[CH:51][N:50]=3)=[C:37]([NH:36][C:9](=[O:11])[CH:8]([C:3]3[CH:4]=[CH:5][CH:6]=[CH:7][C:2]=3[Cl:1])[CH3:12])[O:41][N:40]=2)=[CH:43][CH:44]=1. The yield is 0.720. (8) The reactants are [CH3:1][O:2][C:3](=[O:16])[C:4]1[CH:9]=[C:8]([O:10][CH3:11])[CH:7]=[CH:6][C:5]=1[S:12](O)(=[O:14])=[O:13].P(Cl)(Cl)(Cl)(Cl)[Cl:18]. No catalyst specified. The product is [CH3:1][O:2][C:3](=[O:16])[C:4]1[CH:9]=[C:8]([O:10][CH3:11])[CH:7]=[CH:6][C:5]=1[S:12]([Cl:18])(=[O:14])=[O:13]. The yield is 0.800.